Binary Classification. Given a T-cell receptor sequence (or CDR3 region) and an epitope sequence, predict whether binding occurs between them. From a dataset of TCR-epitope binding with 47,182 pairs between 192 epitopes and 23,139 TCRs. (1) The epitope is SLFNTVATLY. The TCR CDR3 sequence is CASSYEGLAGEQYF. Result: 0 (the TCR does not bind to the epitope). (2) The epitope is FLPRVFSAV. The TCR CDR3 sequence is CASSLTGLNTEAFF. Result: 0 (the TCR does not bind to the epitope). (3) The epitope is AYAQKIFKI. Result: 1 (the TCR binds to the epitope). The TCR CDR3 sequence is CASSLAQGAGGELFF. (4) The epitope is GLIYNRMGAVTTEV. The TCR CDR3 sequence is CASSFIAGQGRETQYF. Result: 1 (the TCR binds to the epitope). (5) The TCR CDR3 sequence is CSAHPRGVGELFF. The epitope is GTHWFVTQR. Result: 0 (the TCR does not bind to the epitope).